This data is from Forward reaction prediction with 1.9M reactions from USPTO patents (1976-2016). The task is: Predict the product of the given reaction. Given the reactants O=[C:2]([C:26]1[CH:31]=[CH:30][N:29]=[CH:28][CH:27]=1)[CH:3]([C:8]1[CH:13]=[CH:12][C:11]([O:14][CH2:15][C:16]2[CH:25]=[CH:24][C:23]3[C:18](=[CH:19][CH:20]=[CH:21][CH:22]=3)[N:17]=2)=[CH:10][CH:9]=1)[C:4]([O:6]C)=[O:5].[NH2:32]O.Cl, predict the reaction product. The product is: [N:29]1[CH:30]=[CH:31][C:26]([C:2]2[NH:32][O:6][C:4](=[O:5])[C:3]=2[C:8]2[CH:13]=[CH:12][C:11]([O:14][CH2:15][C:16]3[CH:25]=[CH:24][C:23]4[C:18](=[CH:19][CH:20]=[CH:21][CH:22]=4)[N:17]=3)=[CH:10][CH:9]=2)=[CH:27][CH:28]=1.